From a dataset of Full USPTO retrosynthesis dataset with 1.9M reactions from patents (1976-2016). Predict the reactants needed to synthesize the given product. (1) The reactants are: [F:1][C:2]1[CH:7]=[CH:6][C:5](/[CH:8]=[CH:9]/[N:10]2CCCC2)=[C:4]([N+:15]([O-:17])=[O:16])[CH:3]=1.Cl.N[NH:20][C:21]([NH2:23])=[O:22]. Given the product [F:1][C:2]1[CH:7]=[CH:6][C:5]([CH2:8]/[CH:9]=[N:10]/[NH:20][C:21]([NH2:23])=[O:22])=[C:4]([N+:15]([O-:17])=[O:16])[CH:3]=1, predict the reactants needed to synthesize it. (2) The reactants are: [OH:1][C:2]1[CH:3]=[C:4]([CH:7]=[CH:8][CH:9]=1)[CH:5]=[O:6].[H-].[Na+].FC(F)(F)S(O[CH2:18][C:19]12[CH2:28][CH:23]3[CH2:24][CH:25]([CH2:27][CH:21]([CH2:22]3)[CH2:20]1)[CH2:26]2)(=O)=O.O. Given the product [C:19]12([CH2:18][O:1][C:2]3[CH:3]=[C:4]([CH:7]=[CH:8][CH:9]=3)[CH:5]=[O:6])[CH2:20][CH:21]3[CH2:27][CH:25]([CH2:24][CH:23]([CH2:22]3)[CH2:28]1)[CH2:26]2, predict the reactants needed to synthesize it. (3) Given the product [Cl:20][C:5]1[C:6]([NH:8][C:9]2[C:18]([F:19])=[CH:17][CH:16]=[CH:15][C:10]=2[O:11][CH2:12][C:13]#[N:14])=[N:7][C:2]([NH:45][C:42]2[CH:43]=[CH:44][C:37]3[CH2:36][CH2:35][CH:34]([N:31]4[CH2:32][CH2:33][CH:28]([N:25]5[CH2:26][CH2:27][N:22]([CH3:21])[CH2:23][CH2:24]5)[CH2:29][CH2:30]4)[CH2:40][CH2:39][C:38]=3[CH:41]=2)=[N:3][CH:4]=1, predict the reactants needed to synthesize it. The reactants are: Cl[C:2]1[N:7]=[C:6]([NH:8][C:9]2[C:18]([F:19])=[CH:17][CH:16]=[CH:15][C:10]=2[O:11][CH2:12][C:13]#[N:14])[C:5]([Cl:20])=[CH:4][N:3]=1.[CH3:21][N:22]1[CH2:27][CH2:26][N:25]([CH:28]2[CH2:33][CH2:32][N:31]([CH:34]3[CH2:40][CH2:39][C:38]4[CH:41]=[C:42]([NH2:45])[CH:43]=[CH:44][C:37]=4[CH2:36][CH2:35]3)[CH2:30][CH2:29]2)[CH2:24][CH2:23]1. (4) Given the product [CH:1]1([C:4]([N:6]2[CH2:11][CH2:10][NH:9][CH2:8][CH2:7]2)=[O:5])[CH2:2][CH2:3]1, predict the reactants needed to synthesize it. The reactants are: [CH:1]1([C:4]([N:6]2[CH2:11][CH2:10][N:9](C(OCC3C=CC=CC=3)=O)[CH2:8][CH2:7]2)=[O:5])[CH2:3][CH2:2]1. (5) Given the product [Cl:25][C:26]1[N:31]=[C:30]([O:18][CH2:17][C@@H:16]2[CH2:15][C@@H:14]3[C@@H:12]([CH2:13]3)[CH2:11][N:10]2[C:8]([C:6]2[C:5]([C:19]3[N:24]=[CH:23][CH:22]=[CH:21][N:20]=3)=[CH:4][CH:3]=[C:2]([CH3:1])[N:7]=2)=[O:9])[CH:29]=[CH:28][CH:27]=1, predict the reactants needed to synthesize it. The reactants are: [CH3:1][C:2]1[N:7]=[C:6]([C:8]([N:10]2[C@H:16]([CH2:17][OH:18])[CH2:15][C@@H:14]3[C@@H:12]([CH2:13]3)[CH2:11]2)=[O:9])[C:5]([C:19]2[N:24]=[CH:23][CH:22]=[CH:21][N:20]=2)=[CH:4][CH:3]=1.[Cl:25][C:26]1[NH:31][C:30](=O)[CH:29]=[CH:28][CH:27]=1.CN(C(/N=N/C(N(C)C)=O)=O)C.P(CCCC)(CCCC)CCCC. (6) Given the product [CH3:3][C:4]1[CH:9]=[CH:8][CH:7]=[C:6]([CH3:10])[C:5]=1[NH:11][C:12]([NH:14][C:15]1[C:16]([C:25]([N:27]([CH3:33])[CH2:28][C:29]([OH:31])=[O:30])=[O:26])=[CH:17][C:18]2[C:23]([CH:24]=1)=[CH:22][CH:21]=[CH:20][CH:19]=2)=[O:13], predict the reactants needed to synthesize it. The reactants are: [Li+].[OH-].[CH3:3][C:4]1[CH:9]=[CH:8][CH:7]=[C:6]([CH3:10])[C:5]=1[NH:11][C:12]([NH:14][C:15]1[C:16]([C:25]([N:27]([CH3:33])[CH2:28][C:29]([O:31]C)=[O:30])=[O:26])=[CH:17][C:18]2[C:23]([CH:24]=1)=[CH:22][CH:21]=[CH:20][CH:19]=2)=[O:13].Cl.C(OCC)(=O)C.